This data is from Full USPTO retrosynthesis dataset with 1.9M reactions from patents (1976-2016). The task is: Predict the reactants needed to synthesize the given product. (1) Given the product [CH3:1][O:2][C:3]1[C:11]([CH2:12][CH:13]([NH:27][C:28](=[O:45])[CH2:29][CH2:30][C:31]2([CH3:44])[O:39][CH:38]3[C:33]([CH3:43])([CH:34]4[CH2:40][CH:36]([CH2:37]3)[C:35]4([CH3:42])[CH3:41])[O:32]2)[B:14]2[O:22][CH:21]3[C:16]([CH3:26])([CH:17]4[CH2:23][CH:19]([CH2:20]3)[C:18]4([CH3:25])[CH3:24])[O:15]2)=[CH:10][CH:9]=[CH:8][C:4]=1[C:5]([O:7][CH2:47][O:48][C:49]([N:51]1[CH2:56][CH2:55][CH2:54][CH2:53][CH2:52]1)=[O:50])=[O:6], predict the reactants needed to synthesize it. The reactants are: [CH3:1][O:2][C:3]1[C:11]([CH2:12][CH:13]([NH:27][C:28](=[O:45])[CH2:29][CH2:30][C:31]2([CH3:44])[O:39][CH:38]3[C:33]([CH3:43])([CH:34]4[CH2:40][CH:36]([CH2:37]3)[C:35]4([CH3:42])[CH3:41])[O:32]2)[B:14]2[O:22][CH:21]3[C:16]([CH3:26])([CH:17]4[CH2:23][CH:19]([CH2:20]3)[C:18]4([CH3:25])[CH3:24])[O:15]2)=[CH:10][CH:9]=[CH:8][C:4]=1[C:5]([OH:7])=[O:6].Cl[CH2:47][O:48][C:49]([N:51]1[CH2:56][CH2:55][CH2:54][CH2:53][CH2:52]1)=[O:50]. (2) Given the product [CH3:29][C@@:8]12[C@H:9]3[CH2:10][CH2:11][C@:12]4([CH3:28])[C:21]([C:22]5[CH:23]=[CH:24][CH:25]=[N:26][CH:27]=5)=[CH:20][CH2:19][C@H:13]4[C@@H:14]3[CH2:15][CH:16]=[C:17]1[CH2:18][C@@H:5]([OH:4])[CH2:6][CH2:7]2, predict the reactants needed to synthesize it. The reactants are: CC([O:4][C@@H:5]1[CH2:18][C:17]2[C@@:8]([CH3:29])([C@@H:9]3[C@@H:14]([CH2:15][CH:16]=2)[C@@H:13]2[CH2:19][CH:20]=[C:21]([C:22]4[CH:23]=[CH:24][CH:25]=[N:26][CH:27]=4)[C@@:12]2([CH3:28])[CH2:11][CH2:10]3)[CH2:7][CH2:6]1)=O.O.OC1O[C@H](CO)[C@@H](O[C@@H]2O[C@H](CO)[C@H](O)[C@H](O)[C@H]2O)[C@H](O)[C@H]1O.S([O-])(OCCCCCCCCCCCC)(=O)=O.[Na+].C([O-])(=O)CCCCCCCCCCCCCCCCC.[Mg+2].C([O-])(=O)CCCCCCCCCCCCCCCCC.[Si](=O)=O. (3) Given the product [C:23]([N:26]1[CH2:31][CH2:30][N:29]([CH2:19][C:20]([NH:1][C:2]2[CH:7]=[CH:6][C:5]([Br:8])=[CH:4][N:3]=2)=[O:21])[CH2:28][CH2:27]1)(=[O:25])[CH3:24], predict the reactants needed to synthesize it. The reactants are: [NH2:1][C:2]1[CH:7]=[CH:6][C:5]([Br:8])=[CH:4][N:3]=1.C(N(CC)C(C)C)(C)C.Cl[CH2:19][C:20](Cl)=[O:21].[C:23]([N:26]1[CH2:31][CH2:30][NH:29][CH2:28][CH2:27]1)(=[O:25])[CH3:24]. (4) Given the product [Br-:14].[CH2:6]([CH:12]([CH2:15][CH2:16][CH2:17][CH2:18][CH2:19][CH3:20])[CH2:13][Zn+:1])[CH2:7][CH2:8][CH2:9][CH2:10][CH3:11], predict the reactants needed to synthesize it. The reactants are: [Zn:1].[Cl-].[Li+].II.[CH2:6]([CH:12]([CH2:15][CH2:16][CH2:17][CH2:18][CH2:19][CH3:20])[CH2:13][Br:14])[CH2:7][CH2:8][CH2:9][CH2:10][CH3:11]. (5) Given the product [Cl:24][C:16]1[CH:17]=[CH:18][CH:19]=[C:20]([CH:21]([F:22])[F:23])[C:15]=1[CH2:14][N:10]1[CH2:11][C@@H:12]([CH3:13])[C@@:8]([CH2:7][C:6]([OH:5])=[O:41])([C:25](=[O:26])[NH:27][CH:28]2[CH2:33][CH2:32][N:31]([CH2:34][C:56]3[CH2:61][CH2:60][CH2:59][CH2:58][CH:57]=3)[CH2:30][CH2:29]2)[CH2:9]1, predict the reactants needed to synthesize it. The reactants are: C([O:5][C:6](=[O:41])[CH2:7][C@@:8]1([C:25]([NH:27][CH:28]2[CH2:33][CH2:32][N:31]([C:34](OC(C)(C)C)=O)[CH2:30][CH2:29]2)=[O:26])[C@H:12]([CH3:13])[CH2:11][N:10]([CH2:14][C:15]2[C:20]([CH:21]([F:23])[F:22])=[CH:19][CH:18]=[CH:17][C:16]=2[Cl:24])[CH2:9]1)(C)(C)C.FC(F)(F)C(O)=O.C(N(CC)CC)C.[C:56]1(C=O)[CH2:61][CH2:60][CH2:59][CH2:58][CH:57]=1.C(O[BH-](OC(=O)C)OC(=O)C)(=O)C.[Na+]. (6) Given the product [CH3:37][O:36][N:34]([CH3:35])[C:32](=[O:33])[C:31]1[CH:38]=[CH:39][C:28]([NH:57][C:55]2[N:56]=[C:52]3[CH:51]=[CH:50][CH:49]=[C:48]([C:45]4[CH:44]=[CH:43][C:42]([O:41][CH3:40])=[CH:47][CH:46]=4)[N:53]3[N:54]=2)=[CH:29][CH:30]=1, predict the reactants needed to synthesize it. The reactants are: CC(C1C=C(C2N3N=C(NC4C=CN=C(C)C=4)N=C3C=CC=2)C=CC=1)C.Br[C:28]1[CH:39]=[CH:38][C:31]([C:32]([N:34]([O:36][CH3:37])[CH3:35])=[O:33])=[CH:30][CH:29]=1.[CH3:40][O:41][C:42]1[CH:47]=[CH:46][C:45]([C:48]2[N:53]3[N:54]=[C:55]([NH2:57])[N:56]=[C:52]3[CH:51]=[CH:50][CH:49]=2)=[CH:44][CH:43]=1. (7) Given the product [F:52][C:2]1([F:1])[C:6]2[N:7]([CH2:14][C:15]([NH:17][C@H:18]([C:28]3[C:33]([C:90]4[C:85]([F:84])=[C:86]5[CH:96]=[CH:95][NH:94][C:87]5=[N:88][CH:89]=4)=[CH:32][CH:31]=[C:30]([C:45]#[C:46][C:47]([OH:50])([CH3:49])[CH3:48])[N:29]=3)[CH2:19][C:20]3[CH:21]=[C:22]([F:27])[CH:23]=[C:24]([F:26])[CH:25]=3)=[O:16])[N:8]=[C:9]([C:10]([F:11])([F:12])[F:13])[C:5]=2[C@H:4]2[CH2:51][C@@H:3]12, predict the reactants needed to synthesize it. The reactants are: [F:1][C:2]1([F:52])[C:6]2[N:7]([CH2:14][C:15]([NH:17][C@H:18]([C:28]3[C:33](C4C=CC5N(C(=O)NN=5)C=4C)=[CH:32][CH:31]=[C:30]([C:45]#[C:46][C:47]([OH:50])([CH3:49])[CH3:48])[N:29]=3)[CH2:19][C:20]3[CH:25]=[C:24]([F:26])[CH:23]=[C:22]([F:27])[CH:21]=3)=[O:16])[N:8]=[C:9]([C:10]([F:13])([F:12])[F:11])[C:5]=2[C@H:4]2[CH2:51][C@@H:3]12.BrC1C([C@@H](NC(=O)OC(C)(C)C)CC2C=C(F)C=C(F)C=2)=NC(C#CC(O)(C)C)=CC=1.[F:84][C:85]1[C:90](B(O)O)=[CH:89][N:88]=[C:87]2[NH:94][CH:95]=[CH:96][C:86]=12. (8) The reactants are: [F:1][C:2]1[CH:7]=[CH:6][C:5]([N:8]2[C:16]3[CH:15]=[C:14]4[CH2:17][CH2:18][C@H:19]5[C:24]([C@@:13]4([CH3:31])[CH2:12][C:11]=3[CH:10]=[N:9]2)=[CH:23][CH2:22][C@@H:21]([C:25]([F:28])([F:27])[F:26])[C@@H:20]5[CH:29]=[O:30])=[CH:4][CH:3]=1.[NH2:32][C:33]1[CH:38]=[CH:37][CH:36]=[CH:35][C:34]=1O. Given the product [O:30]1[C:34]2[CH:35]=[CH:36][CH:37]=[CH:38][C:33]=2[N:32]=[C:29]1[C@H:20]1[C@H:21]([C:25]([F:27])([F:26])[F:28])[CH2:22][CH:23]=[C:24]2[C@@H:19]1[CH2:18][CH2:17][C:14]1[C@:13]2([CH3:31])[CH2:12][C:11]2[CH:10]=[N:9][N:8]([C:5]3[CH:6]=[CH:7][C:2]([F:1])=[CH:3][CH:4]=3)[C:16]=2[CH:15]=1, predict the reactants needed to synthesize it.